Predict which catalyst facilitates the given reaction. From a dataset of Catalyst prediction with 721,799 reactions and 888 catalyst types from USPTO. (1) Reactant: [C:1]([O:5][C:6]([N:8]1[CH2:11][CH:10]([NH2:12])[CH2:9]1)=[O:7])([CH3:4])([CH3:3])[CH3:2].[CH:13]([S:15]([CH:18]=[CH2:19])(=[O:17])=[O:16])=[CH2:14]. Product: [C:1]([O:5][C:6]([N:8]1[CH2:11][CH:10]([N:12]2[CH2:19][CH2:18][S:15](=[O:17])(=[O:16])[CH2:13][CH2:14]2)[CH2:9]1)=[O:7])([CH3:4])([CH3:2])[CH3:3]. The catalyst class is: 14. (2) Reactant: Cl.[NH2:2][C:3]1[N:8]=[CH:7][N:6]=[C:5]([OH:9])[C:4]=1[CH2:10][CH:11](OCC)OCC. Product: [N:8]1[C:3]2[NH:2][CH:11]=[CH:10][C:4]=2[C:5]([OH:9])=[N:6][CH:7]=1. The catalyst class is: 6. (3) Reactant: [CH3:1][C:2]1[NH:7][C:6]([C:8]2[S:9][CH:10]=[CH:11][N:12]=2)=[N:5][CH:4]([C:13]2[CH:18]=[CH:17][CH:16]=[CH:15][C:14]=2[N+:19]([O-:21])=[O:20])[C:3]=1[C:22]([O:24][CH2:25][CH3:26])=[O:23].C1C(=O)N([Br:34])C(=O)C1. Product: [Br:34][CH2:1][C:2]1[NH:7][C:6]([C:8]2[S:9][CH:10]=[CH:11][N:12]=2)=[N:5][CH:4]([C:13]2[CH:18]=[CH:17][CH:16]=[CH:15][C:14]=2[N+:19]([O-:21])=[O:20])[C:3]=1[C:22]([O:24][CH2:25][CH3:26])=[O:23]. The catalyst class is: 53. (4) Reactant: [CH2:1]([O:8][C:9](=[O:29])[CH2:10][CH2:11][CH2:12][CH2:13][CH2:14][CH2:15][CH2:16][CH2:17][CH2:18][CH2:19][CH2:20][CH2:21][CH2:22][CH2:23][CH2:24][CH2:25][C:26]([OH:28])=[O:27])[C:2]1[CH:7]=[CH:6][CH:5]=[CH:4][CH:3]=1.O[N:31]1[C:35](=[O:36])[CH2:34][CH2:33][C:32]1=[O:37]. Product: [O:37]=[C:32]1[CH2:33][CH2:34][C:35](=[O:36])[N:31]1[O:27][C:26](=[O:28])[CH2:25][CH2:24][CH2:23][CH2:22][CH2:21][CH2:20][CH2:19][CH2:18][CH2:17][CH2:16][CH2:15][CH2:14][CH2:13][CH2:12][CH2:11][CH2:10][C:9]([O:8][CH2:1][C:2]1[CH:7]=[CH:6][CH:5]=[CH:4][CH:3]=1)=[O:29]. The catalyst class is: 37. (5) Reactant: [H-].[H-].[H-].[H-].[Li+].[Al+3].C([O:10][C:11]([C:13]1[C:22]2[C:17](=[CH:18][C:19]([O:23][CH3:24])=[CH:20][CH:21]=2)[CH:16]=[C:15]([NH:25][C:26]2[CH:30]=[C:29]([CH3:31])[NH:28][N:27]=2)[N:14]=1)=O)(C)C. Product: [CH3:24][O:23][C:19]1[CH:18]=[C:17]2[C:22](=[CH:21][CH:20]=1)[C:13]([CH2:11][OH:10])=[N:14][C:15]([NH:25][C:26]1[CH:30]=[C:29]([CH3:31])[NH:28][N:27]=1)=[CH:16]2. The catalyst class is: 1. (6) Reactant: [F:1][C:2]1[C:3]([C:18]2[NH:22][C:21]([CH3:23])=[C:20]([C:24]([O:26]CC)=[O:25])[CH:19]=2)=[C:4]2[C:9](=[CH:10][CH:11]=1)[N:8]=[C:7]([CH3:12])[C:6]([NH:13][C:14]1([CH3:17])[CH2:16][CH2:15]1)=[N:5]2.Cl. Product: [F:1][C:2]1[C:3]([C:18]2[NH:22][C:21]([CH3:23])=[C:20]([C:24]([OH:26])=[O:25])[CH:19]=2)=[C:4]2[C:9](=[CH:10][CH:11]=1)[N:8]=[C:7]([CH3:12])[C:6]([NH:13][C:14]1([CH3:17])[CH2:15][CH2:16]1)=[N:5]2. The catalyst class is: 127. (7) Reactant: [Cl:1][C:2]1[C:9]([F:10])=[CH:8][CH:7]=[C:6]([O:11]C)[C:3]=1[CH:4]=[O:5].B(Br)(Br)Br. Product: [Cl:1][C:2]1[C:9]([F:10])=[CH:8][CH:7]=[C:6]([OH:11])[C:3]=1[CH:4]=[O:5]. The catalyst class is: 4. (8) Reactant: [C:1]([O:5][C:6]([NH:8][CH2:9][CH:10]1[CH2:15][CH2:14][CH:13]([C:16]([OH:18])=[O:17])[CH2:12][CH2:11]1)=[O:7])([CH3:4])([CH3:3])[CH3:2].[B-](F)(F)(F)F.CN(C(O[N:32]1[C:37](=[O:38])[CH2:36][CH2:35][C:33]1=[O:34])=[N+](C)C)C.C(N(CC)C(C)C)(C)C. Product: [C:1]([O:5][C:6]([NH:8][CH2:9][CH:10]1[CH2:11][CH2:12][CH:13]([C:16]([O:18][N:32]2[C:37](=[O:38])[CH2:36][CH2:35][C:33]2=[O:34])=[O:17])[CH2:14][CH2:15]1)=[O:7])([CH3:4])([CH3:2])[CH3:3]. The catalyst class is: 31.